Dataset: Reaction yield outcomes from USPTO patents with 853,638 reactions. Task: Predict the reaction yield, written as a fraction of the theoretical maximum amount of product (1.0 means a 100% yield; for example, 0.34 means a 34% yield). The reactants are C1(P(C2C=CC=CC=2)C2C=CC=CC=2)C=CC=CC=1.N1C=CN=C1.[I:25]I.[F:27][C:28]1[C:33]([N+:34]([O-:36])=[O:35])=[CH:32][C:31]([NH:37][CH:38]2[CH2:43][CH2:42][N:41]([C:44]([O:46][C:47]([CH3:50])([CH3:49])[CH3:48])=[O:45])[CH2:40][CH2:39]2)=[C:30]([S:51][CH2:52][CH2:53]O)[CH:29]=1. The catalyst is O1CCCC1.C(OCC)(=O)C. The product is [F:27][C:28]1[C:33]([N+:34]([O-:36])=[O:35])=[CH:32][C:31]([NH:37][CH:38]2[CH2:43][CH2:42][N:41]([C:44]([O:46][C:47]([CH3:50])([CH3:49])[CH3:48])=[O:45])[CH2:40][CH2:39]2)=[C:30]([S:51][CH2:52][CH2:53][I:25])[CH:29]=1. The yield is 0.446.